This data is from Full USPTO retrosynthesis dataset with 1.9M reactions from patents (1976-2016). The task is: Predict the reactants needed to synthesize the given product. (1) Given the product [C:1]([C:3]1[C:4]([I:15])=[C:5]([C:10]([OH:12])=[O:11])[S:6][C:7]=1[S:8][CH3:9])#[N:2], predict the reactants needed to synthesize it. The reactants are: [C:1]([C:3]1[C:4]([I:15])=[C:5]([C:10]([O:12]CC)=[O:11])[S:6][C:7]=1[S:8][CH3:9])#[N:2].[OH-].[Na+]. (2) Given the product [C:25]([C:29]1[CH:30]=[C:31]([CH3:55])[CH:32]([C:34]([C:1]2[C:13]3[CH2:12][C:11]4[C:6](=[CH:7][CH:8]=[CH:9][CH:10]=4)[C:5]=3[CH:4]=[CH:3][CH:2]=2)([C:35]2[CH:40]=[CH:39][CH:38]=[C:37]([C:41]([F:42])([F:43])[F:44])[CH:36]=2)[C:45]2[CH:50]=[CH:49][CH:48]=[C:47]([C:51]([F:54])([F:53])[F:52])[CH:46]=2)[CH:33]=1)([CH3:26])([CH3:27])[CH3:28], predict the reactants needed to synthesize it. The reactants are: [CH:1]1[C:13]2[CH2:12][C:11]3[C:6](=[CH:7][CH:8]=[CH:9][CH:10]=3)[C:5]=2[CH:4]=[CH:3][CH:2]=1.C([Li])CCC.CCCCCC.[C:25]([C:29]1[CH:30]=[C:31]([CH3:55])[C:32](=[C:34]([C:45]2[CH:50]=[CH:49][CH:48]=[C:47]([C:51]([F:54])([F:53])[F:52])[CH:46]=2)[C:35]2[CH:40]=[CH:39][CH:38]=[C:37]([C:41]([F:44])([F:43])[F:42])[CH:36]=2)[CH:33]=1)([CH3:28])([CH3:27])[CH3:26].Cl.